From a dataset of Forward reaction prediction with 1.9M reactions from USPTO patents (1976-2016). Predict the product of the given reaction. Given the reactants [CH3:1][N:2]1[C@@H:19]2[CH2:20][C:7]3[CH:8]=[CH:9][C:10]([O:22][CH3:23])=[C:11]4[O:12][C@H:13]5[C:14]([CH2:16][CH2:17][C@:18]2([OH:21])[C@:5]5([C:6]=34)[CH2:4][CH2:3]1)=[O:15].C([O-])(=O)C.[OH-].[NH4+].S([O-])([O-])(=O)=O.[Na+].[Na+], predict the reaction product. The product is: [CH3:1][N:2]1[C@@H:19]2[CH2:20][C:7]3[CH:8]=[CH:9][C:10]([O:22][CH3:23])=[C:11]4[O:12][C@H:13]5[C:14]([CH2:16][CH2:17][C@:18]2([OH:21])[C@:5]5([C:6]=34)[CH2:4][CH2:3]1)=[O:15].